Dataset: Catalyst prediction with 721,799 reactions and 888 catalyst types from USPTO. Task: Predict which catalyst facilitates the given reaction. (1) Product: [CH2:22]([N:17]1[CH2:16][CH2:15][N:14]([C:4]2[N:5]=[C:6]([CH2:8][C:9]3[CH:13]=[CH:12][S:11][CH:10]=3)[NH:7][C:2](=[O:1])[C:3]=2[C:20]#[N:21])[CH2:19][CH2:18]1)[CH3:23]. Reactant: [O:1]=[C:2]1[NH:7][C:6]([CH2:8][C:9]2[CH:13]=[CH:12][S:11][CH:10]=2)=[N:5][C:4]([N:14]2[CH2:19][CH2:18][NH:17][CH2:16][CH2:15]2)=[C:3]1[C:20]#[N:21].[CH2:22](N(CC)CC)[CH3:23].BrCC. The catalyst class is: 174. (2) Reactant: [CH:1]12[NH:9][CH:5]([CH2:6][CH2:7][CH2:8]1)[CH2:4][C:3]([C:10]1[NH:27][C:13]3=[N:14][CH:15]=[CH:16][C:17]([C:18]4[CH:23]=[C:22]([F:24])[CH:21]=[CH:20][C:19]=4[O:25][CH3:26])=[C:12]3[CH:11]=1)=[CH:2]2.[C:28]([CH2:30][C:31]([OH:33])=[O:32])#[N:29].F[P-](F)(F)(F)(F)F.CN(C(N(C)C)=[N+]1C2C(=NC=CC=2)[N+]([O-])=N1)C.C(N(CC)CC)C. Product: [C:31]([O-:33])(=[O:32])[CH3:30].[NH4+:9].[F:24][C:22]1[CH:21]=[CH:20][C:19]([O:25][CH3:26])=[C:18]([C:17]2[CH:16]=[CH:15][N:14]=[C:13]3[NH:27][C:10]([C:3]4[CH2:4][CH:5]5[N:9]([C:31](=[O:32])[CH2:30][C:28]#[N:29])[CH:1]([CH2:8][CH2:7][CH2:6]5)[CH:2]=4)=[CH:11][C:12]=23)[CH:23]=1. The catalyst class is: 9.